From a dataset of Full USPTO retrosynthesis dataset with 1.9M reactions from patents (1976-2016). Predict the reactants needed to synthesize the given product. (1) The reactants are: [Br:1][C:2]1[O:6][C:5]([C:7]2[C:16]([CH:17]([OH:20])[C:18]#[CH:19])=[C:10]3[CH:11]=[CH:12][CH:13]=[C:14]([Cl:15])[N:9]3[N:8]=2)=[CH:4][CH:3]=1. Given the product [Br:1][C:2]1[O:6][C:5]([C:7]2[C:16]([C:17](=[O:20])[C:18]#[CH:19])=[C:10]3[CH:11]=[CH:12][CH:13]=[C:14]([Cl:15])[N:9]3[N:8]=2)=[CH:4][CH:3]=1, predict the reactants needed to synthesize it. (2) Given the product [O:30]1[C:29]2=[C:24]([NH:22][C:21]3[C:17]([C:15]([NH:14][C:11]4[CH:12]=[CH:13][C:8]([CH2:7][N:1]5[CH2:6][CH2:5][O:4][CH2:3][CH2:2]5)=[CH:9][CH:10]=4)=[O:16])=[N:18][NH:19][CH:20]=3)[N:25]=[CH:26][CH:27]=[C:28]2[CH:32]=[CH:31]1, predict the reactants needed to synthesize it. The reactants are: [N:1]1([CH2:7][C:8]2[CH:13]=[CH:12][C:11]([NH:14][C:15]([C:17]3[C:21]([NH2:22])=[CH:20][NH:19][N:18]=3)=[O:16])=[CH:10][CH:9]=2)[CH2:6][CH2:5][O:4][CH2:3][CH2:2]1.Cl[C:24]1[N:25]=[CH:26][CH:27]=[C:28]2[CH:32]=[CH:31][O:30][C:29]=12. (3) Given the product [NH2:22][C:23]1[N:28]=[C:27]([N:17]2[C:18]3[CH:19]=[CH:20][CH:21]=[C:13]([C:11]([NH:10][C@H:7]([C:1]4[CH:2]=[CH:3][CH:4]=[CH:5][CH:6]=4)[CH2:8][CH3:9])=[O:12])[C:14]=3[CH:15]=[CH:16]2)[CH:26]=[CH:25][N:24]=1, predict the reactants needed to synthesize it. The reactants are: [C:1]1([C@@H:7]([NH:10][C:11]([C:13]2[C:14]3[CH:15]=[CH:16][NH:17][C:18]=3[CH:19]=[CH:20][CH:21]=2)=[O:12])[CH2:8][CH3:9])[CH:6]=[CH:5][CH:4]=[CH:3][CH:2]=1.[NH2:22][C:23]1[N:28]=[C:27](Cl)[CH:26]=[CH:25][N:24]=1.C(NC1C=C(C=CC=1)CNC(C1C2C=CN(C3C=CN=C(N)N=3)C=2C=CC=1)=O)(=O)C.